This data is from CYP2C9 inhibition data for predicting drug metabolism from PubChem BioAssay. The task is: Regression/Classification. Given a drug SMILES string, predict its absorption, distribution, metabolism, or excretion properties. Task type varies by dataset: regression for continuous measurements (e.g., permeability, clearance, half-life) or binary classification for categorical outcomes (e.g., BBB penetration, CYP inhibition). Dataset: cyp2c9_veith. (1) The molecule is COc1ccc(C(=O)NC2(C(F)(F)F)C(=O)Nc3c2c(=O)[nH]c(=O)n3CCc2ccc(OC)c(OC)c2)cc1. The result is 0 (non-inhibitor). (2) The drug is O=c1c(CCc2ccccc2)nc2cnc(N3CCNCC3)nc2n1CCc1ccccc1. The result is 1 (inhibitor). (3) The result is 0 (non-inhibitor). The compound is CC(C)[C@](N)(C(=O)O)c1ccccc1. (4) The molecule is CN(C(=O)Cc1ccc(Cl)c(Cl)c1)[C@@H]1CCCC[C@H]1N1CCCC1.O=C(O)[C@@H](O)[C@@H](O)C(=O)O. The result is 0 (non-inhibitor). (5) The result is 0 (non-inhibitor). The compound is Cn1c(SCC(=O)N2CCCC2)nnc1-c1ccc(S(=O)(=O)N2CCCC2)cc1. (6) The molecule is COc1ccc(-n2c(=O)cnc3cnc(N4CCOCC4)nc32)cc1. The result is 0 (non-inhibitor). (7) The drug is Cc1ccc(OCCNC(=O)c2cc(-n3cnnc3)ccc2Cl)cc1C. The result is 1 (inhibitor). (8) The molecule is CCOC(=O)c1sc(NC(=O)CSc2n[nH]c(-c3ccc(Cl)cc3Cl)n2)c(C#N)c1C. The result is 1 (inhibitor). (9) The drug is C[C@](N)(C(=O)O)c1ccc(-c2nn[nH]n2)cc1. The result is 0 (non-inhibitor). (10) The molecule is Cc1cnn(CCC(=O)NNC(=S)Nc2ccc(F)cc2)c1. The result is 0 (non-inhibitor).